Dataset: HIV replication inhibition screening data with 41,000+ compounds from the AIDS Antiviral Screen. Task: Binary Classification. Given a drug SMILES string, predict its activity (active/inactive) in a high-throughput screening assay against a specified biological target. (1) The molecule is CN(O)C(=O)Cc1ccc(OCc2cccc(Cl)c2)cc1. The result is 0 (inactive). (2) The compound is CC(N)CNCCCNCCNCCCNCO.Cl. The result is 0 (inactive). (3) The compound is Cc1noc(NS(=O)(=O)c2ccc(NC(=O)c3ccc4nc5ccccc5c(Nc5ccc(S(=O)(=O)Nc6onc(C)c6C)cc5)c4c3)cc2)c1C. The result is 1 (active). (4) The molecule is COc1ccc(C=NNC(=O)c2sc(=S)n(-c3ccccc3)c2N)cc1. The result is 0 (inactive). (5) The compound is CCCCOP(=O)(N=COC(C)C)OCCCC. The result is 0 (inactive). (6) The result is 0 (inactive). The molecule is CC(=NN)c1ccc2[nH]c3c(C)cc([N+](=O)[O-])c(C)c3c2c1. (7) The compound is O=C(O)CCCCCCCC(O)C(O)CCCCCCCC(=O)O. The result is 0 (inactive).